This data is from Catalyst prediction with 721,799 reactions and 888 catalyst types from USPTO. The task is: Predict which catalyst facilitates the given reaction. (1) Reactant: C(OC([N:8]1[CH2:13][CH2:12][CH:11]([NH:14][CH2:15][C:16]2[CH:21]=[CH:20][C:19]([CH3:22])=[C:18]([C:23](=[O:25])[CH3:24])[CH:17]=2)[CH2:10][CH2:9]1)=O)(C)(C)C.Cl. Product: [CH3:22][C:19]1[CH:20]=[CH:21][C:16]([CH2:15][NH:14][CH:11]2[CH2:12][CH2:13][NH:8][CH2:9][CH2:10]2)=[CH:17][C:18]=1[C:23](=[O:25])[CH3:24]. The catalyst class is: 135. (2) Reactant: [CH:1]1([CH2:7][N:8]2[C:12]3[CH:13]=[CH:14][C:15]([NH:17]C(=O)C)=[CH:16][C:11]=3[N:10]=[C:9]2[C:21]([CH3:25])([CH3:24])[CH2:22][CH3:23])[CH2:6][CH2:5][CH2:4][CH2:3][CH2:2]1.Cl. Product: [CH:1]1([CH2:7][N:8]2[C:12]3[CH:13]=[CH:14][C:15]([NH2:17])=[CH:16][C:11]=3[N:10]=[C:9]2[C:21]([CH3:24])([CH3:25])[CH2:22][CH3:23])[CH2:2][CH2:3][CH2:4][CH2:5][CH2:6]1. The catalyst class is: 8. (3) Reactant: [CH3:1][O:2][CH2:3][CH2:4][O:5][C:6]1[CH:7]=[C:8]2[C:20]([NH:21][C:22]3[CH:23]=[CH:24][CH:25]=[C:26]([C:28]#[CH:29])[CH:27]=3)=[N:19][CH:18]=[N:17][C:9]2=[CH:10][C:11]=1[O:12][CH2:13][CH2:14][O:15][CH3:16].FC(F)(F)C([O-])=O.[ClH:37]. Product: [CH3:1][O:2][CH2:3][CH2:4][O:5][C:6]1[CH:7]=[C:8]2[C:20]([NH:21][C:22]3[CH:23]=[CH:24][CH:25]=[C:26]([C:28]#[CH:29])[CH:27]=3)=[N:19][CH:18]=[N:17][C:9]2=[CH:10][C:11]=1[O:12][CH2:13][CH2:14][O:15][CH3:16].[ClH:37]. The catalyst class is: 32. (4) Reactant: [NH2:1][C:2]1[C:10]([N+:11]([O-])=O)=[CH:9][CH:8]=[CH:7][C:3]=1[C:4]([NH2:6])=[O:5].[H][H]. Product: [NH2:1][C:2]1[C:10]([NH2:11])=[CH:9][CH:8]=[CH:7][C:3]=1[C:4]([NH2:6])=[O:5]. The catalyst class is: 358. (5) Reactant: C(N(CC)CC)C.[NH2:8][C:9]1[C:10]([C:19]([OH:21])=[O:20])=[CH:11][C:12]2[C:17]([CH:18]=1)=[CH:16][CH:15]=[CH:14][CH:13]=2.[Cl:22][C:23]1[CH:28]=[CH:27][CH:26]=[C:25]([Cl:29])[C:24]=1[N:30]=[C:31]=[O:32].Cl. Product: [Cl:22][C:23]1[CH:28]=[CH:27][CH:26]=[C:25]([Cl:29])[C:24]=1[NH:30][C:31]([NH:8][C:9]1[C:10]([C:19]([OH:21])=[O:20])=[CH:11][C:12]2[C:17]([CH:18]=1)=[CH:16][CH:15]=[CH:14][CH:13]=2)=[O:32]. The catalyst class is: 3.